Dataset: Forward reaction prediction with 1.9M reactions from USPTO patents (1976-2016). Task: Predict the product of the given reaction. (1) The product is: [C:23]([O:27][C:28](=[O:36])[NH:29][C@H:30]1[CH2:34][CH2:33][C@H:32]([NH:35][C:18]2[C:17]([N+:20]([O-:22])=[O:21])=[CH:16][N:15]=[C:14]3[N:10]([S:7]([C:1]4[CH:6]=[CH:5][CH:4]=[CH:3][CH:2]=4)(=[O:9])=[O:8])[CH:11]=[CH:12][C:13]=23)[CH2:31]1)([CH3:26])([CH3:24])[CH3:25]. Given the reactants [C:1]1([S:7]([N:10]2[C:14]3=[N:15][CH:16]=[C:17]([N+:20]([O-:22])=[O:21])[C:18](Cl)=[C:13]3[CH:12]=[CH:11]2)(=[O:9])=[O:8])[CH:6]=[CH:5][CH:4]=[CH:3][CH:2]=1.[C:23]([O:27][C:28](=[O:36])[NH:29][C@H:30]1[CH2:34][CH2:33][C@H:32]([NH2:35])[CH2:31]1)([CH3:26])([CH3:25])[CH3:24].C(N(C(C)C)CC)(C)C, predict the reaction product. (2) Given the reactants [CH2:1]([C:3]1[CH:8]=[CH:7][CH:6]=[C:5]([CH2:9][CH3:10])[C:4]=1[C:11]1[N:16]=[C:15]([O:17][CH3:18])[C:14]([C:19](O)([CH2:23][CH2:24][CH3:25])[CH2:20][CH2:21][CH3:22])=[C:13]([CH3:27])[N:12]=1)[CH3:2].O=S(Cl)Cl, predict the reaction product. The product is: [CH2:9]([C:5]1[CH:6]=[CH:7][CH:8]=[C:3]([CH2:1][CH3:2])[C:4]=1[C:11]1[N:16]=[C:15]([O:17][CH3:18])[C:14]([CH:19]([CH2:20][CH2:21][CH3:22])[CH2:23][CH2:24][CH3:25])=[C:13]([CH3:27])[N:12]=1)[CH3:10]. (3) Given the reactants C([O:8][C:9]1[CH:10]=[C:11](/[CH:23]=[CH:24]/[CH2:25][CH2:26][N:27]2[C:35](=[O:36])[C:34]3[C:29](=[CH:30][CH:31]=[CH:32][CH:33]=3)[C:28]2=[O:37])[CH:12]=[CH:13][C:14]=1[N:15]1[CH2:19][C:18](=[O:20])[NH:17][S:16]1(=[O:22])=[O:21])C1C=CC=CC=1.CC[OH:40].CC(O)=O, predict the reaction product. The product is: [OH:8][C:9]1[CH:10]=[C:11]([CH2:23][CH2:24][CH2:25][CH2:26][NH:27][C:35](=[O:36])[C:34]2[C:29](=[CH:30][CH:31]=[CH:32][CH:33]=2)[C:28]([OH:37])=[O:40])[CH:12]=[CH:13][C:14]=1[N:15]1[CH2:19][C:18](=[O:20])[NH:17][S:16]1(=[O:22])=[O:21]. (4) Given the reactants [NH2:1][C:2]1[C:6]2[CH:7]=[CH:8][C:9]([O:11][CH3:12])=[CH:10][C:5]=2[O:4][C:3]=1[C:13]([NH:15][C:16]1[CH:21]=[CH:20][C:19]([Cl:22])=[CH:18][C:17]=1[Cl:23])=[O:14].ClS([N:28]=[C:29]=[O:30])(=O)=O.O, predict the reaction product. The product is: [Cl:23][C:17]1[CH:18]=[C:19]([Cl:22])[CH:20]=[CH:21][C:16]=1[NH:15][C:13]([C:3]1[O:4][C:5]2[CH:10]=[C:9]([O:11][CH3:12])[CH:8]=[CH:7][C:6]=2[C:2]=1[NH:1][C:29]([NH2:28])=[O:30])=[O:14]. (5) Given the reactants [NH:1]1[C:9]2[C:4](=[CH:5][CH:6]=[C:7]([C:10]([O:12][CH3:13])=[O:11])[CH:8]=2)[CH:3]=[CH:2]1.C(=O)([O-])[O-].[K+].[K+].[CH2:20](Cl)[C:21]1[CH:26]=[CH:25][CH:24]=[CH:23][CH:22]=1, predict the reaction product. The product is: [CH2:20]([N:1]1[C:9]2[C:4](=[CH:5][CH:6]=[C:7]([C:10]([O:12][CH3:13])=[O:11])[CH:8]=2)[CH:3]=[CH:2]1)[C:21]1[CH:26]=[CH:25][CH:24]=[CH:23][CH:22]=1. (6) Given the reactants [C:1]([C:4]1[CH:9]=[C:8]([O:10][C:11]2[CH:12]=[C:13]3[C:18](=[CH:19][CH:20]=2)[C:17]([C:21]([OH:23])=O)=[CH:16][CH:15]=[CH:14]3)[CH:7]=[CH:6][N:5]=1)(=[O:3])[NH2:2].O=S(Cl)[Cl:26], predict the reaction product. The product is: [C:1]([C:4]1[CH:9]=[C:8]([O:10][C:11]2[CH:12]=[C:13]3[C:18](=[CH:19][CH:20]=2)[C:17]([C:21]([Cl:26])=[O:23])=[CH:16][CH:15]=[CH:14]3)[CH:7]=[CH:6][N:5]=1)(=[O:3])[NH2:2]. (7) Given the reactants [Cl:1][S:2]([C:5]1[S:9][C:8]([CH3:10])=[C:7]([C:11](Cl)=[O:12])[CH:6]=1)(=[O:4])=[O:3].[Cl:14][C:15]1[CH:16]=[C:17]([CH:19]=[C:20]([F:23])[C:21]=1[F:22])[NH2:18], predict the reaction product. The product is: [Cl:14][C:15]1[CH:16]=[C:17]([NH:18][C:11]([C:7]2[CH:6]=[C:5]([S:2]([Cl:1])(=[O:4])=[O:3])[S:9][C:8]=2[CH3:10])=[O:12])[CH:19]=[C:20]([F:23])[C:21]=1[F:22].